Dataset: Catalyst prediction with 721,799 reactions and 888 catalyst types from USPTO. Task: Predict which catalyst facilitates the given reaction. (1) Reactant: [O:1]=[C:2]([NH:30][C:31]1[CH:36]=[CH:35][CH:34]=[CH:33][N:32]=1)/[CH:3]=[CH:4]/[C:5]1[CH:10]=[CH:9][C:8]([NH:11][C:12]([C:14]2[C:15]([C:20]3[CH:25]=[CH:24][C:23]([C:26]([F:29])([F:28])[F:27])=[CH:22][CH:21]=3)=[CH:16][CH:17]=[CH:18][CH:19]=2)=[O:13])=[CH:7][CH:6]=1.[H][H]. Product: [O:1]=[C:2]([NH:30][C:31]1[CH:36]=[CH:35][CH:34]=[CH:33][N:32]=1)[CH2:3][CH2:4][C:5]1[CH:6]=[CH:7][C:8]([NH:11][C:12]([C:14]2[C:15]([C:20]3[CH:25]=[CH:24][C:23]([C:26]([F:28])([F:29])[F:27])=[CH:22][CH:21]=3)=[CH:16][CH:17]=[CH:18][CH:19]=2)=[O:13])=[CH:9][CH:10]=1. The catalyst class is: 19. (2) Reactant: [CH:1]([N:4]1[N:13]=[C:12]([NH:14][C:15]2[CH:19]=[C:18]([CH3:20])[NH:17][N:16]=2)[C:11]2[C:6](=[CH:7][C:8]([NH:21][CH3:22])=[CH:9][CH:10]=2)[C:5]1=[O:23])([CH3:3])[CH3:2].[H-].[Na+].[CH3:26][O:27][CH2:28][C:29](Cl)=[O:30].O. Product: [CH:1]([N:4]1[C:5](=[O:23])[C:6]2[C:11](=[CH:10][CH:9]=[C:8]([N:21]([CH3:22])[C:29](=[O:30])[CH2:28][O:27][CH3:26])[CH:7]=2)[C:12]([NH:14][C:15]2[CH:19]=[C:18]([CH3:20])[NH:17][N:16]=2)=[N:13]1)([CH3:3])[CH3:2]. The catalyst class is: 3. (3) Reactant: C([NH:8][C:9]([C:28]1([C:31]([C:33]2[CH:38]=[CH:37][C:36]([O:39][CH3:40])=[CH:35][CH:34]=2)=[O:32])[CH2:30][CH2:29]1)([C:14]1[CH:19]=[CH:18][C:17]([O:20][CH2:21][CH2:22][CH2:23][C:24]([F:27])([F:26])[F:25])=[CH:16][CH:15]=1)[C:10]([F:13])([F:12])[F:11])C1C=CC=CC=1.C(O)=O. Product: [NH2:8][C:9]([C:28]1([C:31]([C:33]2[CH:34]=[CH:35][C:36]([O:39][CH3:40])=[CH:37][CH:38]=2)=[O:32])[CH2:30][CH2:29]1)([C:14]1[CH:15]=[CH:16][C:17]([O:20][CH2:21][CH2:22][CH2:23][C:24]([F:27])([F:25])[F:26])=[CH:18][CH:19]=1)[C:10]([F:13])([F:12])[F:11]. The catalyst class is: 19. (4) Reactant: [H-].[Na+].[I-].[CH3:4][S+](C)(C)=O.[Cl:9][C:10]1[CH:15]=[CH:14][C:13]([CH:16]=[CH:17][C:18]([N:20]([O:22][CH3:23])[CH3:21])=[O:19])=[CH:12][CH:11]=1. Product: [CH3:23][O:22][N:20]([CH3:21])[C:18]([CH:17]1[CH2:4][CH:16]1[C:13]1[CH:12]=[CH:11][C:10]([Cl:9])=[CH:15][CH:14]=1)=[O:19]. The catalyst class is: 3. (5) Product: [OH:28][C:26]1[C:12]2[C:13](=[O:14])[N:8]([CH2:7][C:6]3[CH:17]=[CH:18][C:3]([O:2][CH3:1])=[CH:4][CH:5]=3)[CH:9]=[N:10][C:11]=2[N:15]([CH3:16])[C:21](=[O:23])[C:20]=1[CH3:19]. Reactant: [CH3:1][O:2][C:3]1[CH:18]=[CH:17][C:6]([CH2:7][N:8]2[C:13](=[O:14])[CH:12]=[C:11]([NH:15][CH3:16])[N:10]=[CH:9]2)=[CH:5][CH:4]=1.[CH3:19][CH:20]([C:26]([O:28]CC)=O)[C:21]([O:23]CC)=O. The catalyst class is: 400. (6) Reactant: [N:1]1[CH:6]=[CH:5]C=C[CH:2]=1.[Cl:7][C:8]1[CH:9]=[C:10]([CH:13]=[C:14]([O:16][C:17]2[C:25]3[N:24]=[N:23][N:22]([CH2:26][C:27]4[C:35]5[C:30](=[N:31][CH:32]=[CH:33][CH:34]=5)[NH:29][N:28]=4)[C:21]=3[CH:20]=[CH:19][C:18]=2[Cl:36])[CH:15]=1)[C:11]#[N:12].Cl[C:38](Cl)([O:40]C(=O)OC(Cl)(Cl)Cl)Cl.C(N(C(C)C)CC)(C)C.[Cl-].[C:59]([O:63][C:64]([NH:66]CC[NH2+]C)=[O:65])([CH3:62])([CH3:61])[CH3:60]. Product: [Cl:36][C:18]1[CH:19]=[CH:20][C:21]2[N:22]([CH2:26][C:27]3[C:35]4[C:30](=[N:31][CH:32]=[CH:33][CH:34]=4)[N:29]([C:38]([N:1]([CH3:2])[CH2:6][CH2:5][NH:66][C:64](=[O:65])[O:63][C:59]([CH3:62])([CH3:61])[CH3:60])=[O:40])[N:28]=3)[N:23]=[N:24][C:25]=2[C:17]=1[O:16][C:14]1[CH:13]=[C:10]([C:11]#[N:12])[CH:9]=[C:8]([Cl:7])[CH:15]=1. The catalyst class is: 2.